This data is from Catalyst prediction with 721,799 reactions and 888 catalyst types from USPTO. The task is: Predict which catalyst facilitates the given reaction. (1) Reactant: [F:1][C:2]1[CH:3]=[C:4]2[C:8](=[C:9]([C:11]([NH:13][C:14]3([C:17]4[CH:26]=[CH:25][C:20]([C:21]([O:23]C)=[O:22])=[CH:19][CH:18]=4)[CH2:16][CH2:15]3)=[O:12])[CH:10]=1)[N:7]([CH2:27][C:28]1[CH:33]=[CH:32][C:31]([C:34]([F:37])([F:36])[F:35])=[CH:30][CH:29]=1)[CH:6]=[CH:5]2.[OH-].[K+:39]. The catalyst class is: 36. Product: [F:1][C:2]1[CH:3]=[C:4]2[C:8](=[C:9]([C:11]([NH:13][C:14]3([C:17]4[CH:26]=[CH:25][C:20]([C:21]([O-:23])=[O:22])=[CH:19][CH:18]=4)[CH2:16][CH2:15]3)=[O:12])[CH:10]=1)[N:7]([CH2:27][C:28]1[CH:29]=[CH:30][C:31]([C:34]([F:36])([F:35])[F:37])=[CH:32][CH:33]=1)[CH:6]=[CH:5]2.[K+:39]. (2) Reactant: [CH2:1]1[CH2:6][CH2:5][C:4]([CH2:11][NH2:12])([CH2:7][C:8]([OH:10])=[O:9])[CH2:3][CH2:2]1.Cl.S(=O)=O.O=O. Product: [CH2:1]1[CH2:2][CH2:3][C:4]([CH2:11][NH2:12])([CH2:7][C:8]([OH:10])=[O:9])[CH2:5][CH2:6]1. The catalyst class is: 6. (3) Reactant: [CH3:1][O:2][C:3]1[C:4]([O:17][CH2:18][CH2:19][CH2:20][N:21]2[CH2:25][CH2:24][CH2:23][CH2:22]2)=[CH:5][C:6]([N+:14]([O-])=O)=[C:7]([C:9]([CH3:13])([CH3:12])[C:10]#[N:11])[CH:8]=1. Product: [CH3:1][O:2][C:3]1[CH:8]=[C:7]2[C:6](=[CH:5][C:4]=1[O:17][CH2:18][CH2:19][CH2:20][N:21]1[CH2:25][CH2:24][CH2:23][CH2:22]1)[N:14]=[C:10]([NH2:11])[C:9]2([CH3:13])[CH3:12]. The catalyst class is: 565. (4) Reactant: [NH2:1][CH:2]1[CH2:7][CH2:6][CH:5]([NH2:8])[CH2:4][CH2:3]1.[C:9](=O)([O:15]C1C=CC=CC=1)[O:10][C:11]([CH3:14])([CH3:13])[CH3:12]. Product: [C:11]([O:10][C:9](=[O:15])[NH:1][CH:2]1[CH2:7][CH2:6][CH:5]([NH2:8])[CH2:4][CH2:3]1)([CH3:14])([CH3:13])[CH3:12]. The catalyst class is: 14. (5) Reactant: C([N+](CCCC)(CCCC)CCCC)CCC.[P:18]([O:22][CH2:23][C@@H:24]1[C@@H:28]([O:29][P:30]([O:33][CH2:34][C@@H:35]2[C@@H:39]([OH:40])[C@@H:38]([OH:41])[C@H:37]([N:42]3[CH:50]=[N:49][C:48]4[C:43]3=[N:44][CH:45]=[N:46][C:47]=4[NH2:51])[O:36]2)([OH:32])=[O:31])[CH2:27][C@H:26]([N:52]2[CH:57]=[CH:56][C:55]([NH2:58])=[N:54][C:53]2=[O:59])[O:25]1)([OH:21])([OH:20])=[O:19].[C:60]([O:64][C:65]([NH:67][C@H:68]([C:88](OCC#N)=[O:89])[CH2:69][CH2:70][CH2:71][CH2:72][NH:73][C:74]([C@@H:76]1[CH2:80][S:79][CH2:78][N:77]1[C:81]([O:83][C:84]([CH3:87])([CH3:86])[CH3:85])=[O:82])=[O:75])=[O:66])([CH3:63])([CH3:62])[CH3:61]. Product: [NH2:58][C:55]1[CH:56]=[CH:57][N:52]([C@@H:26]2[O:25][C@H:24]([CH2:23][O:22][P:18]([OH:21])([OH:20])=[O:19])[C@@H:28]([O:29][P:30]([O:33][CH2:34][C@@H:35]3[C@@H:39]([O:40][C:88](=[O:89])[C@@H:68]([NH:67][C:65]([O:64][C:60]([CH3:63])([CH3:62])[CH3:61])=[O:66])[CH2:69][CH2:70][CH2:71][CH2:72][NH:73][C:74]([C@@H:76]4[CH2:80][S:79][CH2:78][N:77]4[C:81]([O:83][C:84]([CH3:86])([CH3:87])[CH3:85])=[O:82])=[O:75])[C@@H:38]([OH:41])[C@H:37]([N:42]4[CH:50]=[N:49][C:48]5[C:43]4=[N:44][CH:45]=[N:46][C:47]=5[NH2:51])[O:36]3)([OH:32])=[O:31])[CH2:27]2)[C:53](=[O:59])[N:54]=1. The catalyst class is: 132. (6) Reactant: [C:1]1([CH2:7][CH2:8][O:9][CH2:10][CH2:11][CH:12]=O)[CH:6]=[CH:5][CH:4]=[CH:3][CH:2]=1.[O:14]1[C:18]2([CH2:23][CH2:22][NH:21][CH2:20][CH2:19]2)[O:17][CH2:16][CH2:15]1.C(O[BH-](OC(=O)C)OC(=O)C)(=O)C.[Na+]. Product: [C:1]1([CH2:7][CH2:8][O:9][CH2:10][CH2:11][CH2:12][N:21]2[CH2:22][CH2:23][C:18]3([O:17][CH2:16][CH2:15][O:14]3)[CH2:19][CH2:20]2)[CH:2]=[CH:3][CH:4]=[CH:5][CH:6]=1. The catalyst class is: 1. (7) Reactant: C([O:3][CH:4]1[CH:8]([NH:9][C:10]([CH2:12][N:13]2[C:19](=[O:20])[CH:18]([NH:21][C:22](=[O:29])[C:23]3[CH:28]=[CH:27][CH:26]=[CH:25][CH:24]=3)[CH2:17][S:16](=[O:31])(=[O:30])[CH2:15][CH2:14]2)=[O:11])[CH2:7][C:6](=[O:32])[O:5]1)C.FC(F)(F)C(O)=O. Product: [OH:3][CH:4]1[CH:8]([NH:9][C:10]([CH2:12][N:13]2[C:19](=[O:20])[CH:18]([NH:21][C:22](=[O:29])[C:23]3[CH:28]=[CH:27][CH:26]=[CH:25][CH:24]=3)[CH2:17][S:16](=[O:31])(=[O:30])[CH2:15][CH2:14]2)=[O:11])[CH2:7][C:6](=[O:32])[O:5]1. The catalyst class is: 47.